This data is from Forward reaction prediction with 1.9M reactions from USPTO patents (1976-2016). The task is: Predict the product of the given reaction. (1) Given the reactants [CH3:1][O:2][C:3]1[CH:22]=[CH:21][C:20]([O:23][CH3:24])=[CH:19][C:4]=1[CH2:5][C:6]1[N:10]([CH2:11][C:12]([OH:14])=O)[C:9]2[CH:15]=[CH:16][CH:17]=[CH:18][C:8]=2[N:7]=1.[CH:25]([C:28]1[CH:29]=[CH:30][C:31]([CH3:35])=[C:32]([CH:34]=1)[NH2:33])([CH3:27])[CH3:26].CN(C(ON1N=NC2C=CC=NC1=2)=[N+](C)C)C.F[P-](F)(F)(F)(F)F, predict the reaction product. The product is: [CH3:1][O:2][C:3]1[CH:22]=[CH:21][C:20]([O:23][CH3:24])=[CH:19][C:4]=1[CH2:5][C:6]1[N:10]([CH2:11][C:12]([NH:33][C:32]2[CH:34]=[C:28]([CH:25]([CH3:26])[CH3:27])[CH:29]=[CH:30][C:31]=2[CH3:35])=[O:14])[C:9]2[CH:15]=[CH:16][CH:17]=[CH:18][C:8]=2[N:7]=1. (2) The product is: [F:1][C:2]1[CH:3]=[C:4]2[C:9](=[C:10]([O:24][CH3:25])[C:11]=1[CH:12]([CH:18]1[CH2:19][CH2:20][NH:21][CH2:22][CH2:23]1)[C:13]([OH:15])=[O:14])[N:8]([CH2:26][C:27]([F:30])([F:28])[F:29])[CH:7]=[C:6]([C:31]([NH:33][CH2:34][C:35]1[CH:40]=[CH:39][C:38]([O:41][C:42]([F:43])([F:44])[F:45])=[CH:37][C:36]=1[CH3:46])=[O:32])[C:5]2=[O:47]. Given the reactants [F:1][C:2]1[CH:3]=[C:4]2[C:9](=[C:10]([O:24][CH3:25])[C:11]=1[CH:12]([CH:18]1[CH2:23][CH2:22][NH:21][CH2:20][CH2:19]1)[C:13]([O:15]CC)=[O:14])[N:8]([CH2:26][C:27]([F:30])([F:29])[F:28])[CH:7]=[C:6]([C:31]([NH:33][CH2:34][C:35]1[CH:40]=[CH:39][C:38]([O:41][C:42]([F:45])([F:44])[F:43])=[CH:37][C:36]=1[CH3:46])=[O:32])[C:5]2=[O:47].[Li+].[OH-].Cl, predict the reaction product.